Dataset: Reaction yield outcomes from USPTO patents with 853,638 reactions. Task: Predict the reaction yield, written as a fraction of the theoretical maximum amount of product (1.0 means a 100% yield; for example, 0.34 means a 34% yield). (1) The reactants are [C:1](Cl)(=[O:8])[C:2]1[CH:7]=[CH:6][CH:5]=[CH:4][CH:3]=1.[CH3:10][C:11]1([CH3:22])[O:15][C@:14]2([CH3:21])[CH2:16][C@@H:17]([CH2:19][OH:20])[O:18][CH:13]2[O:12]1. The catalyst is N1C=CC=CC=1.CN(C1C=CN=CC=1)C. The product is [C:1]([O:20][CH2:19][C@H:17]1[O:18][CH:13]2[C@:14]([CH3:21])([O:15][C:11]([CH3:22])([CH3:10])[O:12]2)[CH2:16]1)(=[O:8])[C:2]1[CH:7]=[CH:6][CH:5]=[CH:4][CH:3]=1. The yield is 0.970. (2) The reactants are [Br:1][C:2]1[CH:9]=[CH:8][C:7]([OH:10])=[CH:6][C:3]=1[C:4]#[N:5].C([O-])([O-])=O.[K+].[K+].I[CH:18]([CH3:20])[CH3:19]. The catalyst is CN(C=O)C.CCOCC. The product is [Br:1][C:2]1[CH:9]=[CH:8][C:7]([O:10][CH:18]([CH3:20])[CH3:19])=[CH:6][C:3]=1[C:4]#[N:5]. The yield is 0.810. (3) The reactants are O.[CH3:2][N:3]1[C:8](=[O:9])[CH2:7][C:6](=O)[NH:5][C:4]1=[O:11].O=P(Cl)(Cl)[Cl:14]. No catalyst specified. The product is [Cl:14][C:6]1[NH:5][C:4](=[O:11])[N:3]([CH3:2])[C:8](=[O:9])[CH:7]=1. The yield is 0.716. (4) The reactants are C(=O)([O-])[O-].[Cs+].[Cs+].FC(F)(F)S(O[C:13]1[CH:14]=[CH:15][C:16]2[O:20][C:19]([C:21]3[CH:26]=[CH:25][C:24]([F:27])=[CH:23][CH:22]=3)=[C:18]([C:28](=[O:31])[NH:29][CH3:30])[C:17]=2[CH:32]=1)(=O)=O.[CH3:35][C:36]1[N:37]=[C:38]([C:46]2[CH:51]=[CH:50][CH:49]=[C:48](B3OC(C)(C)C(C)(C)O3)[CH:47]=2)[NH:39][C:40]=1[C:41]([O:43][CH2:44][CH3:45])=[O:42].O1CCOCC1. The catalyst is C(OCC)(=O)C.C1C=CC([P]([Pd]([P](C2C=CC=CC=2)(C2C=CC=CC=2)C2C=CC=CC=2)([P](C2C=CC=CC=2)(C2C=CC=CC=2)C2C=CC=CC=2)[P](C2C=CC=CC=2)(C2C=CC=CC=2)C2C=CC=CC=2)(C2C=CC=CC=2)C2C=CC=CC=2)=CC=1.O. The product is [F:27][C:24]1[CH:23]=[CH:22][C:21]([C:19]2[O:20][C:16]3[CH:15]=[CH:14][C:13]([C:50]4[CH:51]=[C:46]([C:38]5[NH:39][C:40]([C:41]([O:43][CH2:44][CH3:45])=[O:42])=[C:36]([CH3:35])[N:37]=5)[CH:47]=[CH:48][CH:49]=4)=[CH:32][C:17]=3[C:18]=2[C:28](=[O:31])[NH:29][CH3:30])=[CH:26][CH:25]=1. The yield is 0.0300.